From a dataset of Reaction yield outcomes from USPTO patents with 853,638 reactions. Predict the reaction yield, written as a fraction of the theoretical maximum amount of product (1.0 means a 100% yield; for example, 0.34 means a 34% yield). (1) The reactants are [CH2:1]([O:3][C:4](=[O:16])[CH:5](Br)[C:6](=O)[C:7]1[CH:12]=[CH:11][CH:10]=[CH:9][C:8]=1[CH3:13])[CH3:2].[C:17]([NH2:20])(=[S:19])[CH3:18]. The catalyst is C(O)C. The product is [CH2:1]([O:3][C:4]([C:5]1[S:19][C:17]([CH3:18])=[N:20][C:6]=1[C:7]1[CH:12]=[CH:11][CH:10]=[CH:9][C:8]=1[CH3:13])=[O:16])[CH3:2]. The yield is 0.340. (2) The reactants are Cl.[Cl:2][C:3]1[N:8]=[C:7]([CH:9]2[CH2:11][CH2:10]2)[C:6]([I:12])=[C:5]([CH2:13][NH:14][C:15]([C@@H:17]2[CH2:21][C@@H:20]([F:22])[C@H:19]([CH3:23])[NH:18]2)=[O:16])[CH:4]=1.C(N(CC)CC)C.[F:31][C:32]1[CH:37]=[CH:36][C:35]([S:38](Cl)(=[O:40])=[O:39])=[CH:34][CH:33]=1. The catalyst is ClCCl. The product is [Cl:2][C:3]1[N:8]=[C:7]([CH:9]2[CH2:11][CH2:10]2)[C:6]([I:12])=[C:5]([CH2:13][NH:14][C:15]([C@@H:17]2[CH2:21][C@@H:20]([F:22])[C@H:19]([CH3:23])[N:18]2[S:38]([C:35]2[CH:36]=[CH:37][C:32]([F:31])=[CH:33][CH:34]=2)(=[O:40])=[O:39])=[O:16])[CH:4]=1. The yield is 0.950.